Task: Predict the reactants needed to synthesize the given product.. Dataset: Full USPTO retrosynthesis dataset with 1.9M reactions from patents (1976-2016) (1) Given the product [CH3:20][O:7][C:6](=[O:8])[C:5]1[CH:9]=[CH:10][C:2]([OH:1])=[CH:3][C:4]=1[C:11]([F:12])([F:13])[F:14], predict the reactants needed to synthesize it. The reactants are: [OH:1][C:2]1[CH:10]=[CH:9][C:5]([C:6]([OH:8])=[O:7])=[C:4]([C:11]([F:14])([F:13])[F:12])[CH:3]=1.S(=O)(=O)(O)O.[CH3:20]O. (2) Given the product [NH2:1][C:4]1[CH:5]=[C:6]([OH:14])[CH:7]=[C:8]([C:10]([F:11])([F:12])[F:13])[CH:9]=1, predict the reactants needed to synthesize it. The reactants are: [N+:1]([C:4]1[CH:5]=[C:6]([OH:14])[CH:7]=[C:8]([C:10]([F:13])([F:12])[F:11])[CH:9]=1)([O-])=O.